The task is: Predict which catalyst facilitates the given reaction.. This data is from Catalyst prediction with 721,799 reactions and 888 catalyst types from USPTO. The catalyst class is: 1. Product: [N:17]1[CH:18]=[CH:19][CH:20]=[CH:21][C:16]=1[NH:15][C:12]1[CH:13]=[CH:14][C:9]([O:8][C:3]2[C:2]([C:30]3([OH:33])[CH2:31][CH2:32][O:27][CH2:28][CH2:29]3)=[CH:7][CH:6]=[CH:5][N:4]=2)=[CH:10][CH:11]=1. Reactant: Br[C:2]1[C:3]([O:8][C:9]2[CH:14]=[CH:13][C:12]([NH:15][C:16]3[CH:21]=[CH:20][CH:19]=[CH:18][N:17]=3)=[CH:11][CH:10]=2)=[N:4][CH:5]=[CH:6][CH:7]=1.C([Mg]Cl)(C)C.[O:27]1[CH2:32][CH2:31][C:30](=[O:33])[CH2:29][CH2:28]1.